This data is from NCI-60 drug combinations with 297,098 pairs across 59 cell lines. The task is: Regression. Given two drug SMILES strings and cell line genomic features, predict the synergy score measuring deviation from expected non-interaction effect. (1) Drug 1: CC1=C(C=C(C=C1)NC2=NC=CC(=N2)N(C)C3=CC4=NN(C(=C4C=C3)C)C)S(=O)(=O)N.Cl. Drug 2: CC1C(C(CC(O1)OC2CC(CC3=C2C(=C4C(=C3O)C(=O)C5=CC=CC=C5C4=O)O)(C(=O)C)O)N)O. Cell line: MCF7. Synergy scores: CSS=52.8, Synergy_ZIP=2.53, Synergy_Bliss=1.61, Synergy_Loewe=5.26, Synergy_HSA=6.70. (2) Drug 1: C1CCN(CC1)CCOC2=CC=C(C=C2)C(=O)C3=C(SC4=C3C=CC(=C4)O)C5=CC=C(C=C5)O. Drug 2: C(CN)CNCCSP(=O)(O)O. Cell line: SK-MEL-5. Synergy scores: CSS=1.25, Synergy_ZIP=5.44, Synergy_Bliss=5.36, Synergy_Loewe=-3.85, Synergy_HSA=-2.96. (3) Drug 1: CC1=C(C=C(C=C1)C(=O)NC2=CC(=CC(=C2)C(F)(F)F)N3C=C(N=C3)C)NC4=NC=CC(=N4)C5=CN=CC=C5. Drug 2: COC1=C2C(=CC3=C1OC=C3)C=CC(=O)O2. Cell line: HS 578T. Synergy scores: CSS=6.79, Synergy_ZIP=-6.24, Synergy_Bliss=-8.92, Synergy_Loewe=-3.14, Synergy_HSA=-2.86. (4) Drug 1: CCC1=CC2CC(C3=C(CN(C2)C1)C4=CC=CC=C4N3)(C5=C(C=C6C(=C5)C78CCN9C7C(C=CC9)(C(C(C8N6C)(C(=O)OC)O)OC(=O)C)CC)OC)C(=O)OC.C(C(C(=O)O)O)(C(=O)O)O. Drug 2: C1=CN(C(=O)N=C1N)C2C(C(C(O2)CO)O)O.Cl. Cell line: SK-MEL-28. Synergy scores: CSS=45.5, Synergy_ZIP=3.03, Synergy_Bliss=1.56, Synergy_Loewe=-1.90, Synergy_HSA=4.51. (5) Drug 1: CCCS(=O)(=O)NC1=C(C(=C(C=C1)F)C(=O)C2=CNC3=C2C=C(C=N3)C4=CC=C(C=C4)Cl)F. Cell line: HCT116. Synergy scores: CSS=62.1, Synergy_ZIP=25.7, Synergy_Bliss=23.0, Synergy_Loewe=-28.8, Synergy_HSA=21.2. Drug 2: CC1=C2C(C(=O)C3(C(CC4C(C3C(C(C2(C)C)(CC1OC(=O)C(C(C5=CC=CC=C5)NC(=O)OC(C)(C)C)O)O)OC(=O)C6=CC=CC=C6)(CO4)OC(=O)C)O)C)O. (6) Drug 1: C1=CC(=CC=C1CC(C(=O)O)N)N(CCCl)CCCl.Cl. Drug 2: C(CCl)NC(=O)N(CCCl)N=O. Cell line: HCT116. Synergy scores: CSS=9.59, Synergy_ZIP=-0.723, Synergy_Bliss=7.04, Synergy_Loewe=3.92, Synergy_HSA=6.94.